From a dataset of Reaction yield outcomes from USPTO patents with 853,638 reactions. Predict the reaction yield, written as a fraction of the theoretical maximum amount of product (1.0 means a 100% yield; for example, 0.34 means a 34% yield). (1) The reactants are Cl[C:2]1[N:7]=[C:6]([NH:8][CH:9]2[CH2:23][CH:12]3[CH2:13][N:14]([C:16]([O:18][C:19]([CH3:22])([CH3:21])[CH3:20])=[O:17])[CH2:15][CH:11]3[CH2:10]2)[C:5]([Cl:24])=[CH:4][N:3]=1.Cl.[CH:26]1([C:29]2[NH:33][N:32]=[C:31]([NH2:34])[CH:30]=2)[CH2:28][CH2:27]1.C1C=CC(P(C2C(C3C(P(C4C=CC=CC=4)C4C=CC=CC=4)=CC=C4C=3C=CC=C4)=C3C(C=CC=C3)=CC=2)C2C=CC=CC=2)=CC=1.C([O-])([O-])=O.[Cs+].[Cs+]. The catalyst is O1CCOCC1.CC([O-])=O.CC([O-])=O.[Pd+2]. The product is [Cl:24][C:5]1[C:6]([NH:8][CH:9]2[CH2:23][CH:12]3[CH2:13][N:14]([C:16]([O:18][C:19]([CH3:22])([CH3:21])[CH3:20])=[O:17])[CH2:15][CH:11]3[CH2:10]2)=[N:7][C:2]([NH:34][C:31]2[CH:30]=[C:29]([CH:26]3[CH2:28][CH2:27]3)[NH:33][N:32]=2)=[N:3][CH:4]=1. The yield is 0.630. (2) The reactants are [OH-].[Na+].[CH2:3]1[C:12]2[C:7](=[CH:8][CH:9]=[CH:10][CH:11]=2)[CH2:6][C@H:5]([C:13]([OH:15])=[O:14])[NH:4]1.[C:16]1([C:26]2[CH:31]=[CH:30][CH:29]=[CH:28][CH:27]=2)[CH:21]=[CH:20][C:19]([S:22](Cl)(=[O:24])=[O:23])=[CH:18][CH:17]=1.Cl. The catalyst is O.O1CCCC1. The product is [C:16]1([C:26]2[CH:31]=[CH:30][CH:29]=[CH:28][CH:27]=2)[CH:21]=[CH:20][C:19]([S:22]([N:4]2[C@@H:5]([C:13]([OH:15])=[O:14])[CH2:6][C:7]3[C:12](=[CH:11][CH:10]=[CH:9][CH:8]=3)[CH2:3]2)(=[O:24])=[O:23])=[CH:18][CH:17]=1. The yield is 0.550. (3) The reactants are [Br:1][C:2]1[CH:7]=[CH:6][C:5]([C:8]2[C:12]([C:13]3[N:14]=[CH:15][NH:16][CH:17]=3)=[C:11]([CH3:18])[O:10][N:9]=2)=[CH:4][CH:3]=1.F[C:20]1[CH:25]=[CH:24][C:23]([N+:26]([O-:28])=[O:27])=[CH:22][CH:21]=1. No catalyst specified. The product is [Br:1][C:2]1[CH:7]=[CH:6][C:5]([C:8]2[C:12]([C:13]3[N:14]=[CH:15][N:16]([C:20]4[CH:25]=[CH:24][C:23]([N+:26]([O-:28])=[O:27])=[CH:22][CH:21]=4)[CH:17]=3)=[C:11]([CH3:18])[O:10][N:9]=2)=[CH:4][CH:3]=1. The yield is 0.920. (4) The reactants are [F:1][C:2]1[CH:11]=[CH:10][C:9]([NH:12][C:13]([O:15][CH2:16][CH:17]=[CH2:18])=[O:14])=[CH:8][C:3]=1[C:4]([O:6]C)=O.[Cl:19][C:20]1[N:25]=[C:24]([CH3:26])[CH:23]=[CH:22][N:21]=1. No catalyst specified. The product is [Cl:19][C:20]1[N:25]=[C:24]([CH2:26][C:4]([C:3]2[CH:8]=[C:9]([NH:12][C:13](=[O:14])[O:15][CH2:16][CH:17]=[CH2:18])[CH:10]=[CH:11][C:2]=2[F:1])=[O:6])[CH:23]=[CH:22][N:21]=1. The yield is 0.699. (5) The reactants are [Al+3].[Cl-].[Cl-].[Cl-].[Na+].[I-].[NH2:7][C:8]1[C:13]([Cl:14])=[CH:12][C:11]([C:15](=[O:31])[CH2:16][CH2:17][CH:18]2[CH2:23][CH2:22][N:21]([CH2:24][CH:25]3[CH2:30][CH2:29][CH2:28][CH2:27][CH2:26]3)[CH2:20][CH2:19]2)=[C:10]([O:32]C)[CH:9]=1. The catalyst is CC#N. The product is [NH2:7][C:8]1[C:13]([Cl:14])=[CH:12][C:11]([C:15](=[O:31])[CH2:16][CH2:17][CH:18]2[CH2:19][CH2:20][N:21]([CH2:24][CH:25]3[CH2:26][CH2:27][CH2:28][CH2:29][CH2:30]3)[CH2:22][CH2:23]2)=[C:10]([OH:32])[CH:9]=1. The yield is 0.810. (6) The reactants are C(OC(=O)[NH:10][C@H:11]1[CH2:15][CH2:14][C@@H:13]([NH:16][C:17]([O:19][C:20]([CH3:23])([CH3:22])[CH3:21])=[O:18])[CH2:12]1)C1C=CC=CC=1. The catalyst is O1CCCC1.[Pd]. The product is [C:20]([O:19][C:17](=[O:18])[NH:16][C@@H:13]1[CH2:14][CH2:15][C@H:11]([NH2:10])[CH2:12]1)([CH3:23])([CH3:21])[CH3:22]. The yield is 0.957.